This data is from Full USPTO retrosynthesis dataset with 1.9M reactions from patents (1976-2016). The task is: Predict the reactants needed to synthesize the given product. The reactants are: [Br-].[F:2][C:3]([F:31])([F:30])[C:4]1[CH:29]=[CH:28][CH:27]=[CH:26][C:5]=1[CH2:6][P+](C1C=CC=CC=1)(C1C=CC=CC=1)C1C=CC=CC=1.[O:32]=[C:33]1[C:41]2[C:36](=[CH:37][CH:38]=[CH:39][CH:40]=2)[C:35](=[O:42])[N:34]1[CH2:43][CH2:44][CH2:45][C:46]1[CH:47]=[C:48]([CH:51]=[CH:52][CH:53]=1)[CH:49]=O. Given the product [F:31][C:3]([F:2])([F:30])[C:4]1[CH:29]=[CH:28][CH:27]=[CH:26][C:5]=1/[CH:6]=[CH:49]/[C:48]1[CH:47]=[C:46]([CH2:45][CH2:44][CH2:43][N:34]2[C:35](=[O:42])[C:36]3[C:41](=[CH:40][CH:39]=[CH:38][CH:37]=3)[C:33]2=[O:32])[CH:53]=[CH:52][CH:51]=1.[F:31][C:3]([F:2])([F:30])[C:4]1[CH:29]=[CH:28][CH:27]=[CH:26][C:5]=1/[CH:6]=[CH:49]\[C:48]1[CH:47]=[C:46]([CH2:45][CH2:44][CH2:43][N:34]2[C:35](=[O:42])[C:36]3[C:41](=[CH:40][CH:39]=[CH:38][CH:37]=3)[C:33]2=[O:32])[CH:53]=[CH:52][CH:51]=1, predict the reactants needed to synthesize it.